From a dataset of Full USPTO retrosynthesis dataset with 1.9M reactions from patents (1976-2016). Predict the reactants needed to synthesize the given product. (1) Given the product [Cl:1][C:2]1[CH:7]=[CH:6][C:5]([NH:8][C:9]([NH:11][CH2:12][CH:13]2[O:18][CH2:17][CH2:16][N:15]([CH2:25][C:22]3[S:21][C:20]([Cl:19])=[CH:24][CH:23]=3)[CH2:14]2)=[O:10])=[CH:4][CH:3]=1, predict the reactants needed to synthesize it. The reactants are: [Cl:1][C:2]1[CH:7]=[CH:6][C:5]([NH:8][C:9]([NH:11][CH2:12][CH:13]2[O:18][CH2:17][CH2:16][NH:15][CH2:14]2)=[O:10])=[CH:4][CH:3]=1.[Cl:19][C:20]1[S:21][C:22]([CH2:25]Cl)=[CH:23][CH:24]=1. (2) Given the product [CH:1]1[C:2]([CH2:10][C@@H:11]([NH2:28])[CH2:12][C:13]([N:15]2[CH2:27][C:19]3=[N:20][N:21]=[C:22]([C:23]([F:26])([F:25])[F:24])[N:18]3[CH2:17][CH2:16]2)=[O:14])=[C:3]([F:9])[CH:4]=[C:5]([F:8])[C:6]=1[F:7].[C:29]([O-:36])(=[O:35])[CH2:30][CH2:31][C:32]([O-:34])=[O:33], predict the reactants needed to synthesize it. The reactants are: [CH:1]1[C:2]([CH2:10][C@@H:11]([NH2:28])[CH2:12][C:13]([N:15]2[CH2:27][C:19]3=[N:20][N:21]=[C:22]([C:23]([F:26])([F:25])[F:24])[N:18]3[CH2:17][CH2:16]2)=[O:14])=[C:3]([F:9])[CH:4]=[C:5]([F:8])[C:6]=1[F:7].[C:29]([OH:36])(=[O:35])[CH2:30][CH2:31][C:32]([OH:34])=[O:33]. (3) Given the product [CH2:1]([O:3][C:4]([C:6]1([NH:15][C:25](=[O:26])[C:24]2[CH:28]=[CH:29][C:30]([Br:32])=[CH:31][C:23]=2[CH2:16][C:17]2[CH:18]=[CH:19][CH:20]=[CH:21][CH:22]=2)[CH2:14][C:13]2[C:8](=[CH:9][CH:10]=[CH:11][CH:12]=2)[CH2:7]1)=[O:5])[CH3:2], predict the reactants needed to synthesize it. The reactants are: [CH2:1]([O:3][C:4]([C:6]1([NH2:15])[CH2:14][C:13]2[C:8](=[CH:9][CH:10]=[CH:11][CH:12]=2)[CH2:7]1)=[O:5])[CH3:2].[CH2:16]([C:23]1[CH:31]=[C:30]([Br:32])[CH:29]=[CH:28][C:24]=1[C:25](O)=[O:26])[C:17]1[CH:22]=[CH:21][CH:20]=[CH:19][CH:18]=1.CN(C(ON1N=NC2C=CC=NC1=2)=[N+](C)C)C.F[P-](F)(F)(F)(F)F.CCN(C(C)C)C(C)C. (4) Given the product [Cl:21][C:14]1[C:15]([C:17]([O:19][CH3:20])=[O:18])=[N:16][C:11]([C:6]2[CH:7]=[CH:8][C:9]([Cl:10])=[C:4]([C:1]([NH:22][CH2:23][C:24]3([OH:31])[CH2:30][CH2:29][CH2:28][CH2:27][CH2:26][CH2:25]3)=[O:3])[CH:5]=2)=[CH:12][CH:13]=1, predict the reactants needed to synthesize it. The reactants are: [C:1]([C:4]1[CH:5]=[C:6]([C:11]2[N:16]=[C:15]([C:17]([O:19][CH3:20])=[O:18])[C:14]([Cl:21])=[CH:13][CH:12]=2)[CH:7]=[CH:8][C:9]=1[Cl:10])([OH:3])=O.[NH2:22][CH2:23][C:24]1([OH:31])[CH2:30][CH2:29][CH2:28][CH2:27][CH2:26][CH2:25]1.